From a dataset of Forward reaction prediction with 1.9M reactions from USPTO patents (1976-2016). Predict the product of the given reaction. Given the reactants [C:1]([NH:5][C:6]1[CH:11]=[CH:10][C:9]([C:12]([F:15])([F:14])[F:13])=[CH:8][C:7]=1[N+:16]([O-])=O)([CH3:4])([CH3:3])[CH3:2], predict the reaction product. The product is: [C:1]([NH:5][C:6]1[C:7]([NH2:16])=[CH:8][C:9]([C:12]([F:14])([F:15])[F:13])=[CH:10][CH:11]=1)([CH3:4])([CH3:2])[CH3:3].